This data is from Forward reaction prediction with 1.9M reactions from USPTO patents (1976-2016). The task is: Predict the product of the given reaction. (1) Given the reactants [CH2:1]([O:3][C:4](=[O:39])[CH:5]([C:23]1[N:24]([CH3:38])[C:25]2[C:30]([C:31]=1[S:32][C:33]([CH3:36])([CH3:35])[CH3:34])=[CH:29][C:28]([OH:37])=[CH:27][CH:26]=2)[CH2:6][C:7]1[CH:12]=[CH:11][CH:10]=[C:9]([C:13]2[CH:18]=[CH:17][C:16]([C:19]([F:22])([F:21])[F:20])=[CH:15][N:14]=2)[CH:8]=1)[CH3:2].Cl[CH2:41][C:42]1[CH:47]=[CH:46][C:45]([CH3:48])=[CH:44][N:43]=1, predict the reaction product. The product is: [CH2:1]([O:3][C:4](=[O:39])[CH:5]([C:23]1[N:24]([CH3:38])[C:25]2[C:30]([C:31]=1[S:32][C:33]([CH3:35])([CH3:34])[CH3:36])=[CH:29][C:28]([O:37][CH2:41][C:42]1[CH:47]=[CH:46][C:45]([CH3:48])=[CH:44][N:43]=1)=[CH:27][CH:26]=2)[CH2:6][C:7]1[CH:12]=[CH:11][CH:10]=[C:9]([C:13]2[CH:18]=[CH:17][C:16]([C:19]([F:21])([F:20])[F:22])=[CH:15][N:14]=2)[CH:8]=1)[CH3:2]. (2) Given the reactants [C:1]1([C:37]2[CH:42]=[CH:41][CH:40]=[CH:39][CH:38]=2)[CH:6]=[CH:5][C:4]([C:7]2([N:16]3[CH2:21][CH2:20][N:19]([C:22]4[CH:27]=[CH:26][C:25]([NH:28][C:29]([CH2:31][CH2:32][CH2:33][C:34](O)=[O:35])=O)=[CH:24][CH:23]=4)[CH2:18][CH2:17]3)[C:12](=[O:13])[NH:11][C:10](=[O:14])[NH:9][C:8]2=[O:15])=[CH:3][CH:2]=1.C(N1C=CN=C1)(N1C=CN=C1)=[O:44].C(N(CC)CC)C, predict the reaction product. The product is: [C:1]1([C:37]2[CH:38]=[CH:39][CH:40]=[CH:41][CH:42]=2)[CH:2]=[CH:3][C:4]([C:7]2([N:16]3[CH2:17][CH2:18][N:19]([C:22]4[CH:27]=[CH:26][C:25]([N:28]5[CH2:29][C:31](=[O:44])[CH2:32][CH2:33][C:34]5=[O:35])=[CH:24][CH:23]=4)[CH2:20][CH2:21]3)[C:12](=[O:13])[NH:11][C:10](=[O:14])[NH:9][C:8]2=[O:15])=[CH:5][CH:6]=1. (3) The product is: [F:53][CH:52]([F:54])[CH2:51][N:28]1[CH2:27][CH2:26][CH:25]([N:15]2[C:16]3[CH2:21][CH2:20][N:19]([C:22](=[O:24])[CH3:23])[CH2:18][C:17]=3[C:13]([N:10]3[C:11]4[C:6](=[CH:5][C:4]([C:31]5[CH:32]=[N:33][N:34]([CH3:36])[CH:35]=5)=[C:3]([CH:2]([F:1])[F:37])[CH:12]=4)[CH2:7][CH2:8][CH2:9]3)=[N:14]2)[CH2:30][CH2:29]1. Given the reactants [F:1][CH:2]([F:37])[C:3]1[CH:12]=[C:11]2[C:6]([CH2:7][CH2:8][CH2:9][N:10]2[C:13]2[C:17]3[CH2:18][N:19]([C:22](=[O:24])[CH3:23])[CH2:20][CH2:21][C:16]=3[N:15]([CH:25]3[CH2:30][CH2:29][NH:28][CH2:27][CH2:26]3)[N:14]=2)=[CH:5][C:4]=1[C:31]1[CH:32]=[N:33][N:34]([CH3:36])[CH:35]=1.C(N(CC)CC)C.FC(F)(F)S(O[CH2:51][CH:52]([F:54])[F:53])(=O)=O, predict the reaction product. (4) Given the reactants [NH2:1][OH:2].[N:3]1[CH:8]=[CH:7][CH:6]=[N:5][C:4]=1[CH2:9][CH2:10][CH2:11][CH:12]=[CH:13][S:14]([N:17]1[CH2:22][CH2:21][N:20]([C:23]2[N:28]=[CH:27][C:26]([C:29]3[CH:34]=[CH:33][CH:32]=[CH:31][N:30]=3)=[CH:25][CH:24]=2)[CH2:19][CH2:18]1)(=[O:16])=[O:15], predict the reaction product. The product is: [OH:2][NH:1][CH:12]([CH2:11][CH2:10][CH2:9][C:4]1[N:3]=[CH:8][CH:7]=[CH:6][N:5]=1)[CH2:13][S:14]([N:17]1[CH2:22][CH2:21][N:20]([C:23]2[N:28]=[CH:27][C:26]([C:29]3[CH:34]=[CH:33][CH:32]=[CH:31][N:30]=3)=[CH:25][CH:24]=2)[CH2:19][CH2:18]1)(=[O:15])=[O:16]. (5) Given the reactants [C:1]([O:5][C:6](=[O:35])[CH2:7][C:8]1([N:19]2[CH2:24][CH2:23][CH:22]([NH:25][C@@H:26]3[CH2:28][C@H:27]3[C:29]3[CH:34]=[CH:33][CH:32]=[CH:31][CH:30]=3)[CH2:21][CH2:20]2)[CH2:11][N:10]([C:12]([O:14][C:15]([CH3:18])([CH3:17])[CH3:16])=[O:13])[CH2:9]1)([CH3:4])([CH3:3])[CH3:2].C(N(CC)C(C)C)(C)C.[F:45][C:46]([F:57])([F:56])[C:47](O[C:47](=[O:48])[C:46]([F:57])([F:56])[F:45])=[O:48], predict the reaction product. The product is: [C:1]([O:5][C:6](=[O:35])[CH2:7][C:8]1([N:19]2[CH2:20][CH2:21][CH:22]([N:25]([C@@H:26]3[CH2:28][C@H:27]3[C:29]3[CH:34]=[CH:33][CH:32]=[CH:31][CH:30]=3)[C:47](=[O:48])[C:46]([F:57])([F:56])[F:45])[CH2:23][CH2:24]2)[CH2:11][N:10]([C:12]([O:14][C:15]([CH3:18])([CH3:17])[CH3:16])=[O:13])[CH2:9]1)([CH3:2])([CH3:3])[CH3:4]. (6) Given the reactants [NH2:1][C@H:2]1[CH2:7][CH2:6][C@H:5]([NH:8][C:9]([C:11]2[C:15]3[N:16]=[CH:17][N:18]=[C:19]([C:20]4[CH:25]=[CH:24][C:23]([O:26][CH3:27])=[CH:22][C:21]=4[O:28][CH2:29][CH2:30][O:31][CH3:32])[C:14]=3[NH:13][CH:12]=2)=[O:10])[CH2:4][CH2:3]1.Cl[C:34]([CH2:36][O:37]C(=O)C)=[O:35], predict the reaction product. The product is: [OH:37][CH2:36][C:34]([NH:1][C@H:2]1[CH2:7][CH2:6][C@H:5]([NH:8][C:9]([C:11]2[C:15]3[N:16]=[CH:17][N:18]=[C:19]([C:20]4[CH:25]=[CH:24][C:23]([O:26][CH3:27])=[CH:22][C:21]=4[O:28][CH2:29][CH2:30][O:31][CH3:32])[C:14]=3[NH:13][CH:12]=2)=[O:10])[CH2:4][CH2:3]1)=[O:35]. (7) Given the reactants Br[C:2]1[CH:3]=[C:4]([CH:9]=[CH:10][C:11]=1[CH3:12])[C:5]([O:7]C)=[O:6].[CH:13]1([CH:18]2[CH2:26][C:25]3[C:20](=[C:21]([CH3:29])[C:22]([CH3:28])=[C:23]([OH:27])[CH:24]=3)[C:19]2=[O:30])[CH2:17][CH2:16][CH2:15][CH2:14]1, predict the reaction product. The product is: [CH:13]1([CH:18]2[CH2:26][C:25]3[C:20](=[C:21]([CH3:29])[C:22]([CH3:28])=[C:23]([O:27][CH2:5][C:4]4[CH:3]=[C:2]([C:2]5[C:11]([CH3:12])=[CH:10][CH:9]=[C:4]([C:5]([OH:7])=[O:6])[CH:3]=5)[CH:11]=[CH:10][CH:9]=4)[CH:24]=3)[C:19]2=[O:30])[CH2:14][CH2:15][CH2:16][CH2:17]1. (8) Given the reactants [O:1]([C:8]1[CH:13]=[CH:12][C:11]([NH2:14])=[CH:10][CH:9]=1)[C:2]1[CH:7]=[CH:6][CH:5]=[CH:4][CH:3]=1.C(N(CC)CC)C.[C:22](Cl)(=[O:24])[CH3:23].O, predict the reaction product. The product is: [O:1]([C:8]1[CH:9]=[CH:10][C:11]([NH:14][C:22](=[O:24])[CH3:23])=[CH:12][CH:13]=1)[C:2]1[CH:7]=[CH:6][CH:5]=[CH:4][CH:3]=1.